From a dataset of Forward reaction prediction with 1.9M reactions from USPTO patents (1976-2016). Predict the product of the given reaction. (1) Given the reactants [C:1]([O:5][C:6]([N:8]1[CH2:13][CH2:12][C:11]([C:26]#N)([C:14]2[CH:19]=[CH:18][CH:17]=[C:16]([C:20]3[CH:21]=[N:22][N:23]([CH3:25])[CH:24]=3)[CH:15]=2)[CH2:10][CH2:9]1)=[O:7])([CH3:4])([CH3:3])[CH3:2].S(=O)(=O)(O)O.[OH-:33].[Na+].C(OC(OC(C)(C)C)=O)(OC(C)(C)C)=O.Cl.[OH2:51], predict the reaction product. The product is: [C:1]([O:5][C:6]([N:8]1[CH2:9][CH2:10][C:11]([C:14]2[CH:19]=[CH:18][CH:17]=[C:16]([C:20]3[CH:21]=[N:22][N:23]([CH3:25])[CH:24]=3)[CH:15]=2)([C:26]([OH:51])=[O:33])[CH2:12][CH2:13]1)=[O:7])([CH3:4])([CH3:3])[CH3:2]. (2) The product is: [N:31]1[CH:32]=[CH:33][CH:34]=[CH:35][C:30]=1[NH:29][C:2](=[O:3])[O:4][CH:5]([C:12]1[CH:17]=[CH:16][C:15]([Cl:18])=[C:14]([Cl:19])[CH:13]=1)[CH2:6][CH:7]1[CH2:11][CH2:10][CH2:9][CH2:8]1. Given the reactants Cl[C:2]([O:4][CH:5]([C:12]1[CH:17]=[CH:16][C:15]([Cl:18])=[C:14]([Cl:19])[CH:13]=1)[CH2:6][CH:7]1[CH2:11][CH2:10][CH2:9][CH2:8]1)=[O:3].CCN(C(C)C)C(C)C.[NH2:29][C:30]1[CH:35]=[CH:34][CH:33]=[CH:32][N:31]=1, predict the reaction product.